From a dataset of CYP3A4 inhibition data for predicting drug metabolism from PubChem BioAssay. Regression/Classification. Given a drug SMILES string, predict its absorption, distribution, metabolism, or excretion properties. Task type varies by dataset: regression for continuous measurements (e.g., permeability, clearance, half-life) or binary classification for categorical outcomes (e.g., BBB penetration, CYP inhibition). Dataset: cyp3a4_veith. (1) The molecule is Cc1cc(C(=O)CSc2nnc(N)s2)c(C)n1CCc1ccc(F)cc1. The result is 1 (inhibitor). (2) The drug is Cc1nc2ccccc2nc1-c1ccc(N=[N+]([O-])c2ccc(-c3nc4ccccc4nc3C)cc2)cc1. The result is 0 (non-inhibitor). (3) The result is 0 (non-inhibitor). The molecule is O=[N+]([O-])O[C@H]1CO[C@H]2[C@@H](O[N+](=O)[O-])CO[C@H]12. (4) The compound is O=C(O)CN1CCN(Cc2ccc(F)cc2Cl)C1=O. The result is 1 (inhibitor). (5) The molecule is CC1=NN(c2ccccc2)C(=O)C1C(=O)c1ccc(Cl)cc1. The result is 0 (non-inhibitor). (6) The drug is O=C(Cn1cnc2c(oc3ccccc32)c1=O)NCc1ccco1. The result is 0 (non-inhibitor).